Dataset: Peptide-MHC class II binding affinity with 134,281 pairs from IEDB. Task: Regression. Given a peptide amino acid sequence and an MHC pseudo amino acid sequence, predict their binding affinity value. This is MHC class II binding data. (1) The peptide sequence is YQVVRCKEAYCQEFS. The MHC is DRB1_0101 with pseudo-sequence DRB1_0101. The binding affinity (normalized) is 0.253. (2) The peptide sequence is DTPYLDITYHFVMQRLPL. The MHC is H-2-IAs with pseudo-sequence H-2-IAs. The binding affinity (normalized) is 0.419.